From a dataset of Cav3 T-type calcium channel HTS with 100,875 compounds. Binary Classification. Given a drug SMILES string, predict its activity (active/inactive) in a high-throughput screening assay against a specified biological target. (1) The compound is s1c(NCCc2ccccc2)nc2c1cccc2. The result is 0 (inactive). (2) The compound is O=C(N1c2c(CCc3c1cccc3)cccc2)CN1CCN(CC1)c1ncccc1. The result is 0 (inactive). (3) The drug is O1CCN(CC1)c1c(NC(=O)c2ccccc2)cc(cc1)c1nnc(OC)c2c1cccc2. The result is 0 (inactive).